The task is: Regression/Classification. Given a drug SMILES string, predict its absorption, distribution, metabolism, or excretion properties. Task type varies by dataset: regression for continuous measurements (e.g., permeability, clearance, half-life) or binary classification for categorical outcomes (e.g., BBB penetration, CYP inhibition). For this dataset (b3db_regression), we predict Y.. This data is from Blood-brain barrier permeability regression values from the B3DB database. The molecule is CCC(C1=CC=CC=C1)NC(=O)C2=C(C(=NC3=CC=CC=C32)C4=CC=CC=C4)C. The Y is 0.300 log(BB ratio).